From a dataset of TCR-epitope binding with 47,182 pairs between 192 epitopes and 23,139 TCRs. Binary Classification. Given a T-cell receptor sequence (or CDR3 region) and an epitope sequence, predict whether binding occurs between them. The epitope is SLYNTVATL. The TCR CDR3 sequence is CASSYETRHGELFF. Result: 0 (the TCR does not bind to the epitope).